From a dataset of NCI-60 drug combinations with 297,098 pairs across 59 cell lines. Regression. Given two drug SMILES strings and cell line genomic features, predict the synergy score measuring deviation from expected non-interaction effect. (1) Drug 1: CC(C1=C(C=CC(=C1Cl)F)Cl)OC2=C(N=CC(=C2)C3=CN(N=C3)C4CCNCC4)N. Drug 2: C#CCC(CC1=CN=C2C(=N1)C(=NC(=N2)N)N)C3=CC=C(C=C3)C(=O)NC(CCC(=O)O)C(=O)O. Cell line: ACHN. Synergy scores: CSS=0.348, Synergy_ZIP=-1.58, Synergy_Bliss=-0.922, Synergy_Loewe=-4.02, Synergy_HSA=-2.39. (2) Drug 2: N.N.Cl[Pt+2]Cl. Drug 1: C1CN(CCN1C(=O)CCBr)C(=O)CCBr. Synergy scores: CSS=26.7, Synergy_ZIP=-7.16, Synergy_Bliss=0.494, Synergy_Loewe=-11.0, Synergy_HSA=1.46. Cell line: TK-10. (3) Drug 1: CCC1(CC2CC(C3=C(CCN(C2)C1)C4=CC=CC=C4N3)(C5=C(C=C6C(=C5)C78CCN9C7C(C=CC9)(C(C(C8N6C=O)(C(=O)OC)O)OC(=O)C)CC)OC)C(=O)OC)O.OS(=O)(=O)O. Drug 2: CC1C(C(CC(O1)OC2CC(CC3=C2C(=C4C(=C3O)C(=O)C5=CC=CC=C5C4=O)O)(C(=O)C)O)N)O. Cell line: 786-0. Synergy scores: CSS=53.4, Synergy_ZIP=5.10, Synergy_Bliss=4.82, Synergy_Loewe=1.58, Synergy_HSA=4.29. (4) Drug 1: CNC(=O)C1=CC=CC=C1SC2=CC3=C(C=C2)C(=NN3)C=CC4=CC=CC=N4. Drug 2: C(CN)CNCCSP(=O)(O)O. Cell line: NCI-H460. Synergy scores: CSS=7.91, Synergy_ZIP=-0.640, Synergy_Bliss=8.63, Synergy_Loewe=0.937, Synergy_HSA=7.24. (5) Drug 1: CC1C(C(=O)NC(C(=O)N2CCCC2C(=O)N(CC(=O)N(C(C(=O)O1)C(C)C)C)C)C(C)C)NC(=O)C3=C4C(=C(C=C3)C)OC5=C(C(=O)C(=C(C5=N4)C(=O)NC6C(OC(=O)C(N(C(=O)CN(C(=O)C7CCCN7C(=O)C(NC6=O)C(C)C)C)C)C(C)C)C)N)C. Drug 2: CC1=C(C=C(C=C1)NC(=O)C2=CC=C(C=C2)CN3CCN(CC3)C)NC4=NC=CC(=N4)C5=CN=CC=C5. Cell line: OVCAR3. Synergy scores: CSS=41.1, Synergy_ZIP=4.55, Synergy_Bliss=7.96, Synergy_Loewe=-1.83, Synergy_HSA=7.38. (6) Drug 1: CC1=C(C(=O)C2=C(C1=O)N3CC4C(C3(C2COC(=O)N)OC)N4)N. Drug 2: CC1C(C(CC(O1)OC2CC(CC3=C2C(=C4C(=C3O)C(=O)C5=C(C4=O)C(=CC=C5)OC)O)(C(=O)CO)O)N)O.Cl. Cell line: HS 578T. Synergy scores: CSS=42.8, Synergy_ZIP=-1.53, Synergy_Bliss=-1.80, Synergy_Loewe=0.879, Synergy_HSA=1.93. (7) Drug 1: CC(C)CN1C=NC2=C1C3=CC=CC=C3N=C2N. Drug 2: CCC1(C2=C(COC1=O)C(=O)N3CC4=CC5=C(C=CC(=C5CN(C)C)O)N=C4C3=C2)O.Cl. Cell line: CAKI-1. Synergy scores: CSS=39.5, Synergy_ZIP=-0.429, Synergy_Bliss=-3.26, Synergy_Loewe=-17.8, Synergy_HSA=-4.91.